From a dataset of Catalyst prediction with 721,799 reactions and 888 catalyst types from USPTO. Predict which catalyst facilitates the given reaction. (1) Reactant: [NH3:1].[O:2]=[C:3]1[CH2:7][C@H:6]([CH2:8][CH2:9][CH3:10])[CH2:5][N:4]1[C@@H:11]([CH2:16][CH3:17])[C:12](OC)=[O:13]. Product: [O:2]=[C:3]1[CH2:7][C@H:6]([CH2:8][CH2:9][CH3:10])[CH2:5][N:4]1[C@@H:11]([CH2:16][CH3:17])[C:12]([NH2:1])=[O:13]. The catalyst class is: 6. (2) Reactant: O1CCCCC1[O:7][CH2:8][CH2:9][CH2:10][C:11]1[N:15]([CH2:16][CH2:17][C:18]#[N:19])[C:14]2[CH:20]=[CH:21][CH:22]=[CH:23][C:13]=2[N:12]=1.O.C1(C)C=CC(S(O)(=O)=O)=CC=1. Product: [OH:7][CH2:8][CH2:9][CH2:10][C:11]1[N:15]([CH2:16][CH2:17][C:18]#[N:19])[C:14]2[CH:20]=[CH:21][CH:22]=[CH:23][C:13]=2[N:12]=1. The catalyst class is: 5. (3) Reactant: [CH2:1]([O:8][C:9]1[C:10](=[O:23])[CH:11]=[C:12](C(O)=O)[N:13]([CH2:15][C:16]([F:19])([F:18])[F:17])[CH:14]=1)[C:2]1[CH:7]=[CH:6][CH:5]=[CH:4][CH:3]=1. Product: [CH2:1]([O:8][C:9]1[C:10](=[O:23])[CH:11]=[CH:12][N:13]([CH2:15][C:16]([F:19])([F:18])[F:17])[CH:14]=1)[C:2]1[CH:3]=[CH:4][CH:5]=[CH:6][CH:7]=1. The catalyst class is: 3. (4) Reactant: [Cl:1][C:2]1[C:3]([C:21]2[C:26]([CH3:27])=[CH:25][C:24]([CH3:28])=[CH:23][N:22]=2)=[CH:4][C:5]([N:8]2[CH2:19][CH2:18][C:11]3[N:12]=[C:13]([S:16][CH3:17])[N:14]=[CH:15][C:10]=3[C:9]2=[O:20])=[N:6][CH:7]=1.[CH3:29][Mg]Cl. Product: [Cl:1][C:2]1[C:3]([C:21]2[C:26]([CH3:27])=[CH:25][C:24]([CH3:28])=[CH:23][N:22]=2)=[CH:4][C:5]([NH:8][CH2:19][CH2:18][C:11]2[C:10]([C:9](=[O:20])[CH3:29])=[CH:15][N:14]=[C:13]([S:16][CH3:17])[N:12]=2)=[N:6][CH:7]=1. The catalyst class is: 7. (5) Reactant: O=[C:2]([C:6]1[CH:11]=[CH:10][CH:9]=[C:8](F)[CH:7]=1)[CH2:3][C:4]#[N:5].[NH2:13][C:14]([NH2:16])=[S:15].II. Product: [NH2:16][C:14]1[S:15][C:3]([C:4]#[N:5])=[C:2]([C:6]2[CH:11]=[CH:10][CH:9]=[CH:8][CH:7]=2)[N:13]=1. The catalyst class is: 17.